This data is from Catalyst prediction with 721,799 reactions and 888 catalyst types from USPTO. The task is: Predict which catalyst facilitates the given reaction. (1) Reactant: N(C(OCC)=O)=NC(OCC)=O.[Cl:13]C1C=CC(N[C:19]2[C:28]3[C:23](=[CH:24][C:25](O)=[C:26]([O:29][CH3:30])[CH:27]=3)[N:22]=[CH:21][N:20]=2)=C(F)C=1.C1(P(C2C=CC=CC=2)C2C=CC=CC=2)C=CC=CC=1.OCCCN1CCC[C@H]1C(=O)N(C)C. Product: [ClH:13].[CH3:30][O:29][C:26]1[CH:27]=[C:28]2[C:23](=[CH:24][CH:25]=1)[N:22]=[CH:21][N:20]=[CH:19]2. The catalyst class is: 2. (2) Reactant: [Si:1]([O:8][CH2:9][C@@H:10]([NH:13][C:14]([C:16]1[N:17]=[C:18]([N:21]2[CH2:24][CH:23](OS(C)(=O)=O)[CH2:22]2)[S:19][CH:20]=1)=[O:15])[CH2:11][CH3:12])([C:4]([CH3:7])([CH3:6])[CH3:5])([CH3:3])[CH3:2].[C:30]([O-:33])(=[S:32])[CH3:31].[K+]. Product: [C:30]([S:32][CH:23]1[CH2:22][N:21]([C:18]2[S:19][CH:20]=[C:16]([C:14](=[O:15])[NH:13][C@H:10]([CH2:9][O:8][Si:1]([C:4]([CH3:5])([CH3:6])[CH3:7])([CH3:3])[CH3:2])[CH2:11][CH3:12])[N:17]=2)[CH2:24]1)(=[O:33])[CH3:31]. The catalyst class is: 9. (3) Reactant: [CH3:1][C@H:2]1[C@@:41]2([OH:43])[O:42][CH:5]([CH2:6][C@H:7]([O:68][CH3:69])[C:8]([CH3:67])=[CH:9][CH:10]=[CH:11][CH:12]=[CH:13][C@@H:14]([CH3:66])[CH2:15][C@@H:16]([CH3:65])[C:17]([C@H:19]([O:63][CH3:64])[C@H:20]([OH:62])[C:21]([CH3:61])=[CH:22][C@@H:23]([CH3:60])[C:24]([CH2:26][C@@H:27]([C@@H:44]([CH2:46][C@H:47]3[CH2:52][C@@H:51]([O:53][CH3:54])[C@@H:50]([N:55]4[N:59]=[N:58][N:57]=[CH:56]4)[CH2:49][CH2:48]3)[CH3:45])[O:28][C:29]([C@H:31]3[N:36]([C:37]([C:39]2=[O:40])=[O:38])[CH2:35][CH2:34][CH2:33][CH2:32]3)=[O:30])=[O:25])=[O:18])[CH2:4][CH2:3]1.C1(C)C=CC=CC=1. Product: [CH3:1][C@H:2]1[C@@:41]2([OH:43])[O:42][CH:5]([CH2:6][C@H:7]([O:68][CH3:69])[C:8]([CH3:67])=[CH:9][CH:10]=[CH:11][CH:12]=[CH:13][C@@H:14]([CH3:66])[CH2:15][C@@H:16]([CH3:65])[C:17]([C@H:19]([O:63][CH3:64])[C@H:20]([OH:62])[C:21]([CH3:61])=[CH:22][C@@H:23]([CH3:60])[C:24]([CH2:26][C@@H:27]([C@@H:44]([CH2:46][C@H:47]3[CH2:52][C@@H:51]([O:53][CH3:54])[C@@H:50]([N:55]4[N:59]=[N:58][N:57]=[CH:56]4)[CH2:49][CH2:48]3)[CH3:45])[O:28][C:29]([C@H:31]3[N:36]([C:37]([C:39]2=[O:40])=[O:38])[CH2:35][CH2:34][CH2:33][CH2:32]3)=[O:30])=[O:25])=[O:18])[CH2:4][CH2:3]1.[C:35](#[N:36])[CH2:34][CH3:33]. The catalyst class is: 397. (4) The catalyst class is: 2. Product: [CH3:1][S:2]([CH3:4])(=[N:16][C:15]1[CH:17]=[C:18]([N+:20]([O-:22])=[O:21])[CH:19]=[C:13]([O:12][CH3:11])[CH:14]=1)=[O:3]. Reactant: [CH3:1][S:2]([CH3:4])=[O:3].ClOC(C)(C)C.[CH3:11][O:12][C:13]1[CH:14]=[C:15]([CH:17]=[C:18]([N+:20]([O-:22])=[O:21])[CH:19]=1)[NH2:16].CCN(CC)CC. (5) Reactant: O=[C:2]1[CH2:8][CH2:7][CH2:6][N:5]([C:9]([O:11][C:12]([CH3:15])([CH3:14])[CH3:13])=[O:10])[CH2:4][CH2:3]1.[Br:16][C:17]1[CH:22]=[CH:21][CH:20]=[C:19]([NH:23][NH2:24])[N:18]=1. Product: [Br:16][C:17]1[N:18]=[C:19]([NH:23][N:24]=[C:2]2[CH2:8][CH2:7][CH2:6][N:5]([C:9]([O:11][C:12]([CH3:15])([CH3:14])[CH3:13])=[O:10])[CH2:4][CH2:3]2)[CH:20]=[CH:21][CH:22]=1. The catalyst class is: 28. (6) Product: [Cl:33][C:13]1[C:14]([NH:18][C:19](=[O:32])[CH2:20][C:21]2[CH:26]=[CH:25][C:24]([C:27]([F:30])([F:28])[F:29])=[C:23]([F:31])[CH:22]=2)=[C:15]2[C:10](=[CH:11][CH:12]=1)[C:9](=[O:34])[N:8]([C@H:6]([CH3:7])[CH2:5][OH:4])[CH:17]=[CH:16]2. The catalyst class is: 6. Reactant: C([O:4][CH2:5][C@H:6]([N:8]1[CH:17]=[CH:16][C:15]2[C:10](=[CH:11][CH:12]=[C:13]([Cl:33])[C:14]=2[NH:18][C:19](=[O:32])[CH2:20][C:21]2[CH:26]=[CH:25][C:24]([C:27]([F:30])([F:29])[F:28])=[C:23]([F:31])[CH:22]=2)[C:9]1=[O:34])[CH3:7])(=O)C.C(=O)([O-])[O-].[K+].[K+].CO. (7) Reactant: C[O:2][C:3]([CH:5]1[CH2:9][N:8]([C:10]([O:12][CH2:13][C:14]2[CH:19]=[CH:18][CH:17]=[CH:16][CH:15]=2)=[O:11])[CH:7]2[CH2:20][CH2:21][N:22]([C:23]([O:25][C:26]([CH3:29])([CH3:28])[CH3:27])=[O:24])[CH:6]12)=[O:4].[OH-].[Na+]. Product: [C:26]([O:25][C:23]([N:22]1[CH:6]2[CH:7]([N:8]([C:10]([O:12][CH2:13][C:14]3[CH:19]=[CH:18][CH:17]=[CH:16][CH:15]=3)=[O:11])[CH2:9][CH:5]2[C:3]([OH:4])=[O:2])[CH2:20][CH2:21]1)=[O:24])([CH3:29])([CH3:27])[CH3:28]. The catalyst class is: 5. (8) Reactant: C(OCC[N:7]1[C:11]2=[N:12][CH:13]=[CH:14][CH:15]=[C:10]2[C:9]([CH3:16])=[N:8]1)(=O)C.C1C(=O)N([Br:24])C(=O)C1.[CH3:25][CH2:26][O:27][C:28]([CH3:30])=[O:29]. Product: [CH2:26]([O:27][C:28](=[O:29])[CH2:30][N:7]1[C:11]2=[N:12][CH:13]=[CH:14][CH:15]=[C:10]2[C:9]([CH2:16][Br:24])=[N:8]1)[CH3:25]. The catalyst class is: 53. (9) Reactant: [CH:1]([C:4]1[CH:9]=[CH:8][C:7]([C:10]2[C:14]3[C:15]([CH3:32])=[C:16]([N:21]4[C:29](=O)[C:28]5[C:23](=[CH:24][CH:25]=[CH:26][CH:27]=5)[C:22]4=O)[C:17]([CH3:20])=[C:18]([CH3:19])[C:13]=3[O:12][C:11]=2[CH3:33])=[CH:6][CH:5]=1)([CH3:3])[CH3:2]. Product: [CH:1]([C:4]1[CH:9]=[CH:8][C:7]([C:10]2[C:14]3[C:15]([CH3:32])=[C:16]([N:21]4[CH2:22][C:23]5[C:28](=[CH:27][CH:26]=[CH:25][CH:24]=5)[CH2:29]4)[C:17]([CH3:20])=[C:18]([CH3:19])[C:13]=3[O:12][C:11]=2[CH3:33])=[CH:6][CH:5]=1)([CH3:3])[CH3:2]. The catalyst class is: 8. (10) Reactant: [F:1][C:2]([F:26])([F:25])[O:3][C:4]1[CH:9]=[CH:8][C:7]([N:10]2[CH:14]=[N:13][C:12]([C:15]3[CH:20]=[CH:19][C:18]([NH:21][C:22](=[O:24])[CH3:23])=[CH:17][CH:16]=3)=[N:11]2)=[CH:6][CH:5]=1.C([Li])CCC.[N:32]([C:35]1[CH:40]=[CH:39][CH:38]=[C:37]([CH3:41])[CH:36]=1)=[C:33]=[S:34]. Product: [C:37]1([CH3:41])[CH:38]=[CH:39][CH:40]=[C:35]([NH:32][C:33]([N:21]([C:18]2[CH:19]=[CH:20][C:15]([C:12]3[N:13]=[CH:14][N:10]([C:7]4[CH:6]=[CH:5][C:4]([O:3][C:2]([F:1])([F:25])[F:26])=[CH:9][CH:8]=4)[N:11]=3)=[CH:16][CH:17]=2)[C:22](=[O:24])[CH3:23])=[S:34])[CH:36]=1. The catalyst class is: 7.